This data is from Reaction yield outcomes from USPTO patents with 853,638 reactions. The task is: Predict the reaction yield, written as a fraction of the theoretical maximum amount of product (1.0 means a 100% yield; for example, 0.34 means a 34% yield). (1) The reactants are Br[C:2]1[CH:3]=[C:4]([CH2:9][N:10]([CH2:12][C:13]2[CH:14]=[C:15]([CH:40]=[CH:41][CH:42]=2)[C:16]([NH:18][CH2:19][C:20]2[C:21]([NH:33][CH:34]3[CH2:39][CH2:38][O:37][CH2:36][CH2:35]3)=[C:22]3[CH:30]=[N:29][N:28]([CH2:31][CH3:32])[C:23]3=[N:24][C:25]=2[CH2:26][CH3:27])=[O:17])[CH3:11])[CH:5]=[CH:6][C:7]=1[F:8].[CH3:43][C:44]([O:47][C:48]([N:50]1[CH2:55][CH2:54][N:53]([CH2:56][C:57]2[CH:58]=[C:59](B(O)O)[CH:60]=[CH:61][CH:62]=2)[CH2:52][CH2:51]1)=[O:49])([CH3:46])[CH3:45].C([O-])([O-])=O.[K+].[K+]. The catalyst is O1CCOCC1.O.C1C=CC([P]([Pd]([P](C2C=CC=CC=2)(C2C=CC=CC=2)C2C=CC=CC=2)([P](C2C=CC=CC=2)(C2C=CC=CC=2)C2C=CC=CC=2)[P](C2C=CC=CC=2)(C2C=CC=CC=2)C2C=CC=CC=2)(C2C=CC=CC=2)C2C=CC=CC=2)=CC=1. The product is [CH2:31]([N:28]1[C:23]2=[N:24][C:25]([CH2:26][CH3:27])=[C:20]([CH2:19][NH:18][C:16]([C:15]3[CH:14]=[C:13]([CH2:12][N:10]([CH2:9][C:4]4[CH:5]=[CH:6][C:7]([F:8])=[C:2]([C:59]5[CH:60]=[CH:61][CH:62]=[C:57]([CH2:56][N:53]6[CH2:54][CH2:55][N:50]([C:48]([O:47][C:44]([CH3:46])([CH3:45])[CH3:43])=[O:49])[CH2:51][CH2:52]6)[CH:58]=5)[CH:3]=4)[CH3:11])[CH:42]=[CH:41][CH:40]=3)=[O:17])[C:21]([NH:33][CH:34]3[CH2:39][CH2:38][O:37][CH2:36][CH2:35]3)=[C:22]2[CH:30]=[N:29]1)[CH3:32]. The yield is 0.820. (2) The reactants are [NH2:1][C:2]1[CH:10]=[C:9]2[C:5]([C:6]3[C:14]([C:15]4[CH:20]=[CH:19][CH:18]=[CH:17][C:16]=4[F:21])=[CH:13][N:12]=[C:11]([C:22]([NH2:24])=[O:23])[C:7]=3[NH:8]2)=[CH:4][CH:3]=1.[C:25](O)(=[O:32])[C:26]1[CH:31]=[CH:30][N:29]=[CH:28][CH:27]=1.F[P-](F)(F)(F)(F)F.N1(O[P+](N(C)C)(N(C)C)N(C)C)C2C=CC=CC=2N=N1.CN1CCOCC1. The catalyst is CN(C=O)C.CO. The product is [F:21][C:16]1[CH:17]=[CH:18][CH:19]=[CH:20][C:15]=1[C:14]1[C:6]2[C:5]3[C:9](=[CH:10][C:2]([NH:1][C:25](=[O:32])[C:26]4[CH:31]=[CH:30][N:29]=[CH:28][CH:27]=4)=[CH:3][CH:4]=3)[NH:8][C:7]=2[C:11]([C:22]([NH2:24])=[O:23])=[N:12][CH:13]=1. The yield is 0.325. (3) The reactants are C(=O)([O-])O.[Na+].[NH:6]1[CH2:11][CH2:10][C:9]2([C:19]3[C:14](=[CH:15][CH:16]=[CH:17][CH:18]=3)[CH2:13][C@@H:12]2[O:20][CH2:21][C:22]([O:24][CH2:25][CH3:26])=[O:23])[CH2:8][CH2:7]1.CS(O[CH2:32][CH2:33][C@:34]1([C:55]2[CH:60]=[CH:59][C:58]([F:61])=[CH:57][CH:56]=2)[O:38][CH2:37][N:36]([C:39](=[O:54])[C:40]2[CH:45]=[C:44]([C:46]([F:49])([F:48])[F:47])[CH:43]=[C:42]([C:50]([F:53])([F:52])[F:51])[CH:41]=2)[CH2:35]1)(=O)=O. The catalyst is C(#N)C. The product is [F:52][C:50]([F:51])([F:53])[C:42]1[CH:41]=[C:40]([CH:45]=[C:44]([C:46]([F:49])([F:47])[F:48])[CH:43]=1)[C:39]([N:36]1[CH2:35][C@@:34]([CH2:33][CH2:32][N:6]2[CH2:11][CH2:10][C:9]3([C:19]4[C:14](=[CH:15][CH:16]=[CH:17][CH:18]=4)[CH2:13][C@@H:12]3[O:20][CH2:21][C:22]([O:24][CH2:25][CH3:26])=[O:23])[CH2:8][CH2:7]2)([C:55]2[CH:56]=[CH:57][C:58]([F:61])=[CH:59][CH:60]=2)[O:38][CH2:37]1)=[O:54]. The yield is 0.930. (4) The reactants are [CH2:1]1[C:5]2([CH2:10][CH2:9][NH:8][CH2:7][CH2:6]2)[CH2:4][CH2:3][N:2]1[C:11]([O:13][C:14]([CH3:17])([CH3:16])[CH3:15])=[O:12].Cl[C:19]1[N:24]=[CH:23][CH:22]=[CH:21][N:20]=1.CCN(C(C)C)C(C)C.CC(N(C)C)=O. The catalyst is O1CCOCC1. The product is [N:20]1[CH:21]=[CH:22][CH:23]=[N:24][C:19]=1[N:8]1[CH2:7][CH2:6][C:5]2([CH2:1][N:2]([C:11]([O:13][C:14]([CH3:17])([CH3:16])[CH3:15])=[O:12])[CH2:3][CH2:4]2)[CH2:10][CH2:9]1. The yield is 0.510. (5) The yield is 0.570. The reactants are [O:1]1[C:5]2[CH:6]=[CH:7][CH:8]=[CH:9][C:4]=2[N:3]=[C:2]1[CH2:10][C:11]#[N:12].[C:13](=S)=[S:14].IC.[H-].[Na+].[CH3:20][S:21]([CH3:23])=O. The product is [O:1]1[C:5]2[CH:6]=[CH:7][CH:8]=[CH:9][C:4]=2[N:3]=[C:2]1[C:10](=[C:20]([S:14][CH3:13])[S:21][CH3:23])[C:11]#[N:12]. No catalyst specified.